Dataset: Experimentally validated miRNA-target interactions with 360,000+ pairs, plus equal number of negative samples. Task: Binary Classification. Given a miRNA mature sequence and a target amino acid sequence, predict their likelihood of interaction. (1) The miRNA is hsa-miR-873-3p with sequence GGAGACUGAUGAGUUCCCGGGA. The protein sequence of the target gene is MEESMEEEEMLTYEAMMDDQNHNNWEAAADSFRQPPPAPPLPPPPPPRPSSSIPDPGRELPGGQLLAVHAGSMERKGPKEGLPMGPPPLPEPNGVIMMLKSCDAAAAVAKTAPAPTSSSTININTSTSKFLMNVITIEDYKSTYWPKLDGAIDQLLTQSPGDYIPISYEQIYSCVYKCVCQQHSEQMYSDLIKKITSHLERVSKELQASPPDLYIERFNIALGQYMGALQSIVPLFIYMNKFYIETKLNRDLKDDLIKLFTEHVAEKHIYSLMPLLLEAQSTPFQVTPSTMANIVKGLYT.... Result: 0 (no interaction). (2) The miRNA is hsa-miR-28-3p with sequence CACUAGAUUGUGAGCUCCUGGA. The protein sequence of the target gene is MAVPPRGRGIDPARTNPDTFPPSGARCMEPSPERPACSQQEPTLGMDAMASEHRDVLVLLPSREQLRLAVGVKATGRELFQQVCNVASIRDAQFFGLCVVRNNEYIFMDLEQKLSKYFSKDWKKERNEGNEKPRAPFVAFLRVQHYVENGRVISDHRARHLYYCHLKERVLRSQCAHREEAYFLLAACALQADLGEHRESAHAGRYFEPHSYFPQWIITKRGIDYILRHMPTLHRERQGLSPKEAMLCFIQEACRLEDVPVHFFRLHKDKKEGRPTVILGLALRGVHIYQGKKLEIQLDG.... Result: 0 (no interaction). (3) The miRNA is mmu-miR-669f-3p with sequence CAUAUACAUACACACACACGUAU. The protein sequence of the target gene is MDRDEEPLSARPALETESLRFLHVTVGSLLASYGWYILFSCILLYIVIQRLSLRLRALRQRQLDQAETVLEPDVVVKRQEALAAARLRMQEDLNAQVEKHKEKLRQLEEEKRRQKIEMWDSMQEGRSYKRNSGRPQEEDGPGPSTSSVIPKGKSDKKPLRGGGYNPLTGEGGGTCSWRPGRRGPSSGGUN. Result: 1 (interaction). (4) The miRNA is hsa-miR-6843-3p with sequence AUGGUCUCCUGUUCUCUGCAG. The protein sequence of the target gene is MATLACRVQFLDDTDPFNSTNFPEPSRPPLFTFREDLALGTQLAGVHRLLRAPHKLDDCTLQLSHNGAYLDLEATLAEQRDELEGFQDDTGRGKKNSIILRTQLSVRVHACIEKLYNSSGRDLRRALFSLKQIFQDDKDLVHEFVIAEGLTCLIKVGAEADQNYQNYILRALGQIMLYVDGMNGVINHSETIQWLYTLVGSKFRLVVKTALKLLLVFVEYSESNAPLLIQAVSAVDTKRGVKPWSNIMEILEEKDGVDTELLVYAMTLVNKTLAGLPDQDTFYDVVDCLEELGIAAVSQR.... Result: 0 (no interaction). (5) The miRNA is hsa-miR-6876-5p with sequence CAGGAAGGAGACAGGCAGUUCA. The protein sequence of the target gene is MWGRLWPLLLSILTATAVPGPSLRRPSRELDATPRMTIPYEELSGTRHFKGQAQNYSTLLLEEASARLLVGARGALFSLSANDIGDGAHKEIHWEASPEMQSKCHQKGKNNQTECFNHVRFLQRLNSTHLYACGTHAFQPLCAAIDAEAFTLPTSFEEGKEKCPYDPARGFTGLIIDGGLYTATRYEFRSIPDIRRSRHPHSLRTEETPMHWLNDAEFVFSVLVRESKASAVGDDDKVYYFFTERATEEGSGSFTQSRSSHRVARVARVCKGDLGGKKILQKKWTSFLKARLICHIPLYE.... Result: 1 (interaction). (6) Result: 1 (interaction). The protein sequence of the target gene is MPLFLLSLPTPPSASGHERRQRPEAKTSGSEKKYLRAMQANRSQLHSPPGTGSSEDASTPQCVHTRLTGEGSCPHSGDVHIQINSIPKECAENASSRNIRSGVHSCAHGCVHSRLRGHSHSEARLTDDTAAESGDHGSSSFSEFRYLFKWLQKSLPYILILSVKLVMQHITGISLGIGLLTTFMYANKSIVNQVFLRERSSKIQCAWLLVFLAGSSVLLYYTFHSQSLYYSLIFLNPTLDHLSFWEVFWIVGITDFILKFFFMGLKCLILLVPSFIMPFKSKGYWYMLLEELCQYYRTFV.... The miRNA is hsa-miR-4458 with sequence AGAGGUAGGUGUGGAAGAA. (7) The miRNA is hsa-miR-580-5p with sequence UAAUGAUUCAUCAGACUCAGAU. The protein sequence of the target gene is MGADGETVVLKNMLIGINLILLGSMIKPSECQLEVTTERVQRQSVEEEGGIANYNTSSKEQPVVFNHVYNINVPLDNLCSSGLEASAEQEVSAEDETLAEYMGQTSDHESQVTFTHRINFPKKACPCASSAQVLQELLSRIEMLEREVSVLRDQCNANCCQESAATGQLDYIPHCSGHGNFSFESCGCICNEGWFGKNCSEPYCPLGCSSRGVCVDGQCICDSEYSGDDCSELRCPTDCSSRGLCVDGECVCEEPYTGEDCRELRCPGDCSGKGRCANGTCLCEEGYVGEDCGQRQCLNA.... Result: 1 (interaction). (8) The miRNA is mmu-miR-1193-5p with sequence UGGUAGACCGGUGACGUACA. The protein sequence of the target gene is MGSVCVRLWAYLQPFLPCWSQEADKSVVIENPGAFCPPEAPRSQEPERSHGQYFVALFDYQARTAEDLSFRAGDKLQVLDTSHEGWWLARHLEKKGTGLGQQLQGYIPSNYVAEDRSLQAEPWFFGAIKRADAEKQLLYSENQTGAFLIRESESQKGDFSLSVLDEGVVKHYRIRRLDEGGFFLTRRKVFSTLNEFVNYYTTTSDGLCVKLEKPCLKIQVPTPFDLSYKTADQWEIDRNSIQLLKRLGSGQFGEVWEGLWNNTTPVAVKTLKPGSMDPNDFLREAQIMKSLRHPKLIQLY.... Result: 0 (no interaction). (9) The miRNA is mmu-miR-344d-3p with sequence GAUAUAACCACUGCCAGACUGA. The protein sequence of the target gene is MEPRLPIGAQPLAMVAGLEMKGPLREPCVLTLARRNGQYELIIQLHGKEQHVQDIIPINSHFRCVQEAEETLLIDIASNSGCKIRVQGDWTRERHFEIPDEERCLKFLSEVLEAQEAQSQLLVPEQKDSSSWYQKLDTMDKPAYSGLLGFEDNFSSLDLDKKMNTQNPRSGSHREPPPPPSSSTRMLSREKEASNKEQPKVTNTMRKLFVPNTQTGQREGLIKHILTKREKEYVNIQSFRFFVGTWNVNGQSPDSSLEPWLDCDPNPPDIYCIGFQELDLSTEAFFYFESVKEQEWSLAV.... Result: 1 (interaction).